The task is: Predict the reactants needed to synthesize the given product.. This data is from Full USPTO retrosynthesis dataset with 1.9M reactions from patents (1976-2016). (1) Given the product [CH:1]([O:4][C:12]1[C:21]2[C:16](=[CH:17][CH:18]=[C:19]([S:22][C:23]3[N:27]4[CH:28]=[C:29]([C:32]5[CH:33]=[N:34][N:35]([CH3:37])[CH:36]=5)[CH:30]=[CH:31][C:26]4=[N:25][N:24]=3)[CH:20]=2)[N:15]=[CH:14][C:13]=1[C:38]1[CH:39]=[N:40][N:41]([CH3:43])[CH:42]=1)([CH3:3])[CH3:2], predict the reactants needed to synthesize it. The reactants are: [CH:1]([OH:4])([CH3:3])[CH3:2].CC(C)([O-])C.[Na+].Cl[C:12]1[C:21]2[C:16](=[CH:17][CH:18]=[C:19]([S:22][C:23]3[N:27]4[CH:28]=[C:29]([C:32]5[CH:33]=[N:34][N:35]([CH3:37])[CH:36]=5)[CH:30]=[CH:31][C:26]4=[N:25][N:24]=3)[CH:20]=2)[N:15]=[CH:14][C:13]=1[C:38]1[CH:39]=[N:40][N:41]([CH3:43])[CH:42]=1. (2) Given the product [Cl:1][C:2]1[CH:3]=[C:4]([CH:9]([NH:12][C:13]([C:15]2[NH:16][CH:17]=[C:18]([C:20]3[C:24]([C:25]4[CH:30]=[CH:29][C:28]([CH2:31][NH:32][C:37](=[O:38])[CH2:36][CH2:35][CH2:34][OH:39])=[C:27]([Cl:33])[CH:26]=4)=[CH:23][NH:22][N:21]=3)[CH:19]=2)=[O:14])[CH2:10][OH:11])[CH:5]=[CH:6][C:7]=1[F:8], predict the reactants needed to synthesize it. The reactants are: [Cl:1][C:2]1[CH:3]=[C:4]([CH:9]([NH:12][C:13]([C:15]2[NH:16][CH:17]=[C:18]([C:20]3[C:24]([C:25]4[CH:30]=[CH:29][C:28]([CH2:31][NH2:32])=[C:27]([Cl:33])[CH:26]=4)=[CH:23][NH:22][N:21]=3)[CH:19]=2)=[O:14])[CH2:10][OH:11])[CH:5]=[CH:6][C:7]=1[F:8].[C:34]1(=[O:39])[O:38][CH2:37][CH2:36][CH2:35]1.C[Al](C)C. (3) Given the product [C:1]([O:5][C:6](=[O:29])[NH:7][CH2:8][CH2:9][CH2:10][CH2:11][O:12][C:13]1[CH:18]=[CH:17][CH:16]=[C:15]([O:19][CH2:20][C:21]2[CH:26]=[CH:25][CH:24]=[CH:23][CH:22]=2)[C:14]=1[S:27]([CH3:28])=[O:38])([CH3:4])([CH3:3])[CH3:2], predict the reactants needed to synthesize it. The reactants are: [C:1]([O:5][C:6](=[O:29])[NH:7][CH2:8][CH2:9][CH2:10][CH2:11][O:12][C:13]1[CH:18]=[CH:17][CH:16]=[C:15]([O:19][CH2:20][C:21]2[CH:26]=[CH:25][CH:24]=[CH:23][CH:22]=2)[C:14]=1[S:27][CH3:28])([CH3:4])([CH3:3])[CH3:2].C1C=C(Cl)C=C(C(OO)=[O:38])C=1.O.